From a dataset of NCI-60 drug combinations with 297,098 pairs across 59 cell lines. Regression. Given two drug SMILES strings and cell line genomic features, predict the synergy score measuring deviation from expected non-interaction effect. (1) Synergy scores: CSS=39.6, Synergy_ZIP=1.18, Synergy_Bliss=-1.69, Synergy_Loewe=-50.4, Synergy_HSA=-4.84. Cell line: M14. Drug 1: CN(C)N=NC1=C(NC=N1)C(=O)N. Drug 2: CC=C1C(=O)NC(C(=O)OC2CC(=O)NC(C(=O)NC(CSSCCC=C2)C(=O)N1)C(C)C)C(C)C. (2) Drug 1: CC(C1=C(C=CC(=C1Cl)F)Cl)OC2=C(N=CC(=C2)C3=CN(N=C3)C4CCNCC4)N. Drug 2: B(C(CC(C)C)NC(=O)C(CC1=CC=CC=C1)NC(=O)C2=NC=CN=C2)(O)O. Cell line: PC-3. Synergy scores: CSS=6.67, Synergy_ZIP=-2.66, Synergy_Bliss=0.419, Synergy_Loewe=-0.509, Synergy_HSA=0.240. (3) Cell line: BT-549. Drug 2: CC1C(C(CC(O1)OC2CC(CC3=C2C(=C4C(=C3O)C(=O)C5=C(C4=O)C(=CC=C5)OC)O)(C(=O)CO)O)N)O.Cl. Synergy scores: CSS=22.4, Synergy_ZIP=-4.30, Synergy_Bliss=-7.69, Synergy_Loewe=-25.2, Synergy_HSA=-10.1. Drug 1: CC1=C(C=C(C=C1)C(=O)NC2=CC(=CC(=C2)C(F)(F)F)N3C=C(N=C3)C)NC4=NC=CC(=N4)C5=CN=CC=C5. (4) Drug 1: C1CN1C2=NC(=NC(=N2)N3CC3)N4CC4. Drug 2: CS(=O)(=O)OCCCCOS(=O)(=O)C. Cell line: OVCAR-5. Synergy scores: CSS=18.3, Synergy_ZIP=-12.5, Synergy_Bliss=-3.74, Synergy_Loewe=-1.31, Synergy_HSA=-0.0357. (5) Drug 1: CC(C)CN1C=NC2=C1C3=CC=CC=C3N=C2N. Drug 2: C(CCl)NC(=O)N(CCCl)N=O. Cell line: 786-0. Synergy scores: CSS=3.96, Synergy_ZIP=-1.51, Synergy_Bliss=-3.07, Synergy_Loewe=-1.93, Synergy_HSA=-2.80. (6) Drug 1: C1C(C(OC1N2C=C(C(=O)NC2=O)F)CO)O. Drug 2: C1C(C(OC1N2C=NC3=C2NC=NCC3O)CO)O. Cell line: MOLT-4. Synergy scores: CSS=51.1, Synergy_ZIP=2.94, Synergy_Bliss=1.73, Synergy_Loewe=-52.8, Synergy_HSA=0.974. (7) Drug 1: CS(=O)(=O)OCCCCOS(=O)(=O)C. Drug 2: CCN(CC)CCCC(C)NC1=C2C=C(C=CC2=NC3=C1C=CC(=C3)Cl)OC. Cell line: HCT116. Synergy scores: CSS=45.3, Synergy_ZIP=2.80, Synergy_Bliss=3.15, Synergy_Loewe=1.65, Synergy_HSA=5.25.